This data is from Full USPTO retrosynthesis dataset with 1.9M reactions from patents (1976-2016). The task is: Predict the reactants needed to synthesize the given product. (1) Given the product [F:1][C:2]1[CH:20]=[CH:19][C:18]([O:21][CH3:22])=[CH:17][C:3]=1[O:4][C:5]1[CH:6]=[CH:7][C:8]2[N:12]=[C:11]([CH2:13][O:14][C:24]3[CH:25]=[C:26]([CH:31]=[CH:32][CH:33]=3)[C:27]([O:29][CH3:30])=[O:28])[N:10]([CH3:15])[C:9]=2[CH:16]=1, predict the reactants needed to synthesize it. The reactants are: [F:1][C:2]1[CH:20]=[CH:19][C:18]([O:21][CH3:22])=[CH:17][C:3]=1[O:4][C:5]1[CH:6]=[CH:7][C:8]2[N:12]=[C:11]([CH2:13][OH:14])[N:10]([CH3:15])[C:9]=2[CH:16]=1.O[C:24]1[CH:25]=[C:26]([CH:31]=[CH:32][CH:33]=1)[C:27]([O:29][CH3:30])=[O:28].C(P(CCCC)CCCC)CCC.N(C(N1CCCCC1)=O)=NC(N1CCCCC1)=O. (2) The reactants are: [CH3:1][C@H:2]1[CH2:7][CH2:6][CH2:5][C@@H:4]([CH3:8])[C:3]1=[N:9]O.C(=O)([O-])[O-:12].[Na+].[Na+]. Given the product [CH3:1][C@H:2]1[CH2:7][CH2:6][CH2:5][C@@H:4]([CH3:8])[NH:9][C:3]1=[O:12], predict the reactants needed to synthesize it. (3) Given the product [C:9]([C:13]1[N:18]=[C:17]([N:19]2[CH2:20][CH2:21][N:22]([CH2:25][CH2:26][CH2:27][CH2:28][N:29]3[CH:34]=[C:33]([CH3:35])[C:32]([S:36][C:61]#[N:62])=[N:31][C:30]3=[O:37])[CH2:23][CH2:24]2)[CH:16]=[C:15]([C:38]([F:40])([F:41])[F:39])[N:14]=1)([CH3:10])([CH3:11])[CH3:12], predict the reactants needed to synthesize it. The reactants are: [C-]#N.[K+].C([O-])(O)=O.[Na+].[C:9]([C:13]1[N:18]=[C:17]([N:19]2[CH2:24][CH2:23][N:22]([CH2:25][CH2:26][CH2:27][CH2:28][N:29]3[CH:34]=[C:33]([CH3:35])[C:32]([SH:36])=[N:31][C:30]3=[O:37])[CH2:21][CH2:20]2)[CH:16]=[C:15]([C:38]([F:41])([F:40])[F:39])[N:14]=1)([CH3:12])([CH3:11])[CH3:10].C1OCCOCCOCCOCCOCCOC1.Br[C:61]#[N:62]. (4) The reactants are: [CH2:1]([N:8](C)[C:9]1[C:10]([N+:15]([O-])=O)=[N:11][CH:12]=[CH:13][CH:14]=1)C1C=CC=CC=1. Given the product [CH3:1][NH:8][C:9]1[C:10]([NH2:15])=[N:11][CH:12]=[CH:13][CH:14]=1, predict the reactants needed to synthesize it.